Dataset: Catalyst prediction with 721,799 reactions and 888 catalyst types from USPTO. Task: Predict which catalyst facilitates the given reaction. Reactant: [Br:1][CH2:2][CH2:3][CH2:4][CH2:5][C:6]([CH3:16])([C:9]1[CH:14]=[CH:13][C:12](C)=[CH:11][CH:10]=1)[CH2:7][OH:8].BrCCCCC(C)(C1C=CC=CC=1)C(OCC)=O.[Li+].[BH4-].CO. Product: [Br:1][CH2:2][CH2:3][CH2:4][CH2:5][C:6]([CH3:16])([C:9]1[CH:10]=[CH:11][CH:12]=[CH:13][CH:14]=1)[CH2:7][OH:8]. The catalyst class is: 2.